Dataset: Catalyst prediction with 721,799 reactions and 888 catalyst types from USPTO. Task: Predict which catalyst facilitates the given reaction. (1) Reactant: C(OC([NH:8][C@H:9]1[CH2:14][CH2:13][CH2:12][CH2:11][C@H:10]1[NH:15][C:16]1[N:21]=[C:20](Cl)[C:19]2[C:23](=[O:33])[N:24](C(OC(C)(C)C)=O)[CH2:25][C:18]=2[C:17]=1[F:34])=O)(C)(C)C.C([Sn](CCCC)(CCCC)[C:40]1[CH:41]=[C:42]2[N:47]([CH:48]=1)[CH2:46][CH2:45][O:44][CH2:43]2)CCC.[C:57]([OH:63])([C:59]([F:62])([F:61])[F:60])=[O:58]. Product: [C:57]([OH:63])([C:59]([F:62])([F:61])[F:60])=[O:58].[NH2:8][C@H:9]1[CH2:14][CH2:13][CH2:12][CH2:11][C@H:10]1[NH:15][C:16]1[N:21]=[C:20]([C:40]2[CH:41]=[C:42]3[N:47]([CH:48]=2)[CH2:46][CH2:45][O:44][CH2:43]3)[C:19]2[C:23](=[O:33])[NH:24][CH2:25][C:18]=2[C:17]=1[F:34]. The catalyst class is: 109. (2) Reactant: [C:1]([O:9][C@H:10](CO)[C@@:11]1([CH2:32][O:33][C:34](=[O:41])[C:35]2[CH:40]=[CH:39][CH:38]=[CH:37][CH:36]=2)[O:19][CH:14](OC(=O)C)[C@H:13]([O:20][C:21](=[O:23])[CH3:22])[C@H:12]1[O:24][CH2:25][C:26]1[CH:31]=[CH:30][CH:29]=[CH:28][CH:27]=1)(=[O:8])[C:2]1[CH:7]=[CH:6][CH:5]=[CH:4][CH:3]=1.[NH:44]1[CH:52]=[C:50]([CH3:51])[C:48](=[O:49])[NH:47][C:45]1=[O:46].C/C(/O[Si](C)(C)C)=N\[Si](C)(C)C.O([Si](C)(C)C)S(C(F)(F)F)(=O)=O.C(=O)([O-])O.[Na+]. Product: [C:21]([O:20][C@@H:13]1[C@@H:12]([O:24][CH2:25][C:26]2[CH:27]=[CH:28][CH:29]=[CH:30][CH:31]=2)[C:11]([CH2:32][O:33][C:34](=[O:41])[C:35]2[CH:36]=[CH:37][CH:38]=[CH:39][CH:40]=2)([CH2:10][O:9][C:1](=[O:8])[C:2]2[CH:7]=[CH:6][CH:5]=[CH:4][CH:3]=2)[O:19][C@H:14]1[N:44]1[CH:52]=[C:50]([CH3:51])[C:48](=[O:49])[NH:47][C:45]1=[O:46])(=[O:23])[CH3:22]. The catalyst class is: 10. (3) Reactant: [Br:1][C:2]1[CH:3]=[CH:4][C:5]([F:16])=[C:6]([CH:8]([C:10]2[CH:15]=CC=C[CH:11]=2)[OH:9])[CH:7]=1.C([Mg]Br)(C)=C. Product: [Br:1][C:2]1[CH:3]=[CH:4][C:5]([F:16])=[C:6]([CH:8]([OH:9])[C:10]([CH3:15])=[CH2:11])[CH:7]=1. The catalyst class is: 1. (4) Reactant: C([O:5][C:6]([C:8]1[CH:9]=[CH:10][C:11]([C:14]2[N:18]=[C:17]([C:19]3[CH:24]=[CH:23][CH:22]=[C:21]([Br:25])[CH:20]=3)[O:16][N:15]=2)=[N:12][CH:13]=1)=[O:7])(C)(C)C. Product: [OH:7][C:6]([C:8]1[CH:9]=[CH:10][C:11]([C:14]2[N:18]=[C:17]([C:19]3[CH:24]=[CH:23][CH:22]=[C:21]([Br:25])[CH:20]=3)[O:16][N:15]=2)=[N:12][CH:13]=1)=[O:5]. The catalyst class is: 106. (5) Reactant: [CH3:1][O:2][C:3]([C:5]1[CH:6]=[CH:7][C:8]([C:11]([OH:13])=O)=[N:9][CH:10]=1)=[O:4].S(Cl)([Cl:16])=O. Product: [Cl:16][C:11]([C:8]1[N:9]=[CH:10][C:5]([C:3]([O:2][CH3:1])=[O:4])=[CH:6][CH:7]=1)=[O:13]. The catalyst class is: 6. (6) Reactant: C(O[C:6](=O)[NH:7][CH2:8][CH:9]([C:11]1[CH:16]=[CH:15][C:14]([F:17])=[CH:13][CH:12]=1)[OH:10])(C)(C)C.Cl[CH2:20]Cl. Product: [F:17][C:14]1[CH:15]=[CH:16][C:11]([CH:9]2[O:10][CH2:20][CH2:6][NH:7][CH2:8]2)=[CH:12][CH:13]=1. The catalyst class is: 55.